Dataset: CYP2C9 inhibition data for predicting drug metabolism from PubChem BioAssay. Task: Regression/Classification. Given a drug SMILES string, predict its absorption, distribution, metabolism, or excretion properties. Task type varies by dataset: regression for continuous measurements (e.g., permeability, clearance, half-life) or binary classification for categorical outcomes (e.g., BBB penetration, CYP inhibition). Dataset: cyp2c9_veith. (1) The molecule is Cc1cc(OC(=O)c2ccccc2Br)cc(=O)n1C. The result is 0 (non-inhibitor). (2) The compound is c1ccc(CNc2nc(-c3ccoc3)nc3ccccc23)cc1. The result is 0 (non-inhibitor). (3) The compound is O=C(c1coc2ccccc2c1=O)N1CCN(c2cccc(C(F)(F)F)c2)CC1. The result is 1 (inhibitor).